Dataset: Peptide-MHC class II binding affinity with 134,281 pairs from IEDB. Task: Regression. Given a peptide amino acid sequence and an MHC pseudo amino acid sequence, predict their binding affinity value. This is MHC class II binding data. (1) The peptide sequence is QYIKANAKFIGITE. The MHC is DRB5_0101 with pseudo-sequence DRB5_0101. The binding affinity (normalized) is 0.635. (2) The peptide sequence is LGFSSEVLKLKDEVR. The MHC is DRB1_0301 with pseudo-sequence DRB1_0301. The binding affinity (normalized) is 0.257. (3) The peptide sequence is NYLALLVKFVAGDGD. The MHC is DRB1_1501 with pseudo-sequence DRB1_1501. The binding affinity (normalized) is 0.405. (4) The peptide sequence is VSAIVGAAASVFVCL. The MHC is HLA-DQA10501-DQB10201 with pseudo-sequence HLA-DQA10501-DQB10201. The binding affinity (normalized) is 0.168. (5) The peptide sequence is VSTIVPYIGPALNIV. The MHC is HLA-DQA10501-DQB10301 with pseudo-sequence HLA-DQA10501-DQB10301. The binding affinity (normalized) is 0.384. (6) The peptide sequence is TPTEKDEYCARVNH. The MHC is HLA-DPA10201-DPB10501 with pseudo-sequence HLA-DPA10201-DPB10501. The binding affinity (normalized) is 0.0883. (7) The peptide sequence is TAAINKGILVTVNPI. The MHC is DRB1_0701 with pseudo-sequence DRB1_0701. The binding affinity (normalized) is 0.676.